This data is from CYP2C19 inhibition data for predicting drug metabolism from PubChem BioAssay. The task is: Regression/Classification. Given a drug SMILES string, predict its absorption, distribution, metabolism, or excretion properties. Task type varies by dataset: regression for continuous measurements (e.g., permeability, clearance, half-life) or binary classification for categorical outcomes (e.g., BBB penetration, CYP inhibition). Dataset: cyp2c19_veith. (1) The drug is CO[C@@H]1COC(=O)[C@H]2CCCN2C(=O)C/C=C\[C@H](C)[C@@H](OC)COC(=O)CCC[C@H]1C. The result is 0 (non-inhibitor). (2) The drug is O=C(O)[C@@H](O)[C@@H](O)[C@H](O)[C@H](O)CO. The result is 0 (non-inhibitor). (3) The compound is CNc1ncnc2ccc(-c3ccccc3C#N)cc12. The result is 0 (non-inhibitor). (4) The molecule is O=C(Oc1ccccc1)N1CCC[C@@]2(CCN(C(c3ccccc3)c3ccccc3)C2)C1. The result is 0 (non-inhibitor). (5) The drug is CC(=O)N1CCC2(CCCN(Cc3ccc(C#N)cc3)C2)CC1. The result is 0 (non-inhibitor). (6) The drug is COc1cc(/C=N\Nc2ccc([N+](=O)[O-])cc2)ccc1OCC(=O)Nc1ccc(C)c(C)c1. The result is 1 (inhibitor). (7) The molecule is COc1cccc(NC(=O)C2c3cc(OC)c(OC)cc3C(=O)N(C)C2c2cccnc2)c1. The result is 0 (non-inhibitor).